Task: Predict which catalyst facilitates the given reaction.. Dataset: Catalyst prediction with 721,799 reactions and 888 catalyst types from USPTO (1) Reactant: Br[C:2]1[C:3]([F:16])=[C:4]([NH:8][S:9]([CH2:12][CH2:13][CH2:14][F:15])(=[O:11])=[O:10])[CH:5]=[CH:6][CH:7]=1.[B:17]1([B:17]2[O:21][C:20]([CH3:23])([CH3:22])[C:19]([CH3:25])([CH3:24])[O:18]2)[O:21][C:20]([CH3:23])([CH3:22])[C:19]([CH3:25])([CH3:24])[O:18]1.C(Cl)Cl. Product: [F:15][CH2:14][CH2:13][CH2:12][S:9]([NH:8][C:4]1[CH:5]=[CH:6][CH:7]=[C:2]([B:17]2[O:21][C:20]([CH3:23])([CH3:22])[C:19]([CH3:25])([CH3:24])[O:18]2)[C:3]=1[F:16])(=[O:11])=[O:10]. The catalyst class is: 11. (2) Reactant: C[O:2][C:3](=[O:35])[C:4]1[CH:9]=[CH:8][C:7]([NH:10][C:11](=[O:34])[CH:12]([C:19]2[CH:24]=[CH:23][C:22]([NH:25]C(C3C=NC=CC=3)=O)=[CH:21][CH:20]=2)[CH2:13][CH:14]2[CH2:18][CH2:17][CH2:16][CH2:15]2)=[N:6][CH:5]=1.[OH-:36].[Li+].[OH2:38]. Product: [CH:14]1([CH2:13][CH:12]([C:19]2[CH:24]=[CH:23][C:22]([N+:25]([O-:38])=[O:36])=[CH:21][CH:20]=2)[C:11]([NH:10][C:7]2[CH:8]=[CH:9][C:4]([C:3]([OH:2])=[O:35])=[CH:5][N:6]=2)=[O:34])[CH2:18][CH2:17][CH2:16][CH2:15]1. The catalyst class is: 7. (3) Reactant: Cl.[CH2:2]([O:9][C:10]1[CH:15]=[CH:14][N:13]([C:16]2[CH:17]=[CH:18][C:19]3[C:20]4[CH2:30][NH:29][CH2:28][CH2:27][CH2:26][C:21]=4[N:22]([CH3:25])[C:23]=3[CH:24]=2)[C:12](=[O:31])[CH:11]=1)[C:3]1[CH:8]=[CH:7][CH:6]=[CH:5][CH:4]=1.C=O.[C:34](O[BH-](OC(=O)C)OC(=O)C)(=O)C.[Na+].C([O-])(O)=O.[Na+]. Product: [CH2:2]([O:9][C:10]1[CH:15]=[CH:14][N:13]([C:16]2[CH:17]=[CH:18][C:19]3[C:20]4[CH2:30][N:29]([CH3:34])[CH2:28][CH2:27][CH2:26][C:21]=4[N:22]([CH3:25])[C:23]=3[CH:24]=2)[C:12](=[O:31])[CH:11]=1)[C:3]1[CH:4]=[CH:5][CH:6]=[CH:7][CH:8]=1. The catalyst class is: 100. (4) Reactant: [F:1][C:2]1[CH:23]=[C:22]([N+:24]([O-])=O)[CH:21]=[CH:20][C:3]=1[O:4][C:5]1[CH:10]=[CH:9][N:8]=[C:7]2[CH:11]=[C:12]([C:14]3[N:15]=[CH:16][N:17]([CH3:19])[CH:18]=3)[S:13][C:6]=12.[Cl-].[NH4+]. Product: [F:1][C:2]1[CH:23]=[C:22]([NH2:24])[CH:21]=[CH:20][C:3]=1[O:4][C:5]1[CH:10]=[CH:9][N:8]=[C:7]2[CH:11]=[C:12]([C:14]3[N:15]=[CH:16][N:17]([CH3:19])[CH:18]=3)[S:13][C:6]=12. The catalyst class is: 406. (5) Reactant: [N-:1]=[N+:2]=[N-:3].[Na+].[Cl-].[NH4+].[C:7]([C@@H:9]([NH:14][C:15](=[O:24])[O:16][CH2:17][C:18]1[CH:23]=[CH:22][CH:21]=[CH:20][CH:19]=1)[C:10]([CH3:13])([CH3:12])[CH3:11])#[N:8]. Product: [CH3:11][C:10]([CH3:13])([CH3:12])[C@H:9]([NH:14][C:15](=[O:24])[O:16][CH2:17][C:18]1[CH:23]=[CH:22][CH:21]=[CH:20][CH:19]=1)[C:7]1[N:1]=[N:2][NH:3][N:8]=1. The catalyst class is: 3.